Predict the reaction yield, written as a fraction of the theoretical maximum amount of product (1.0 means a 100% yield; for example, 0.34 means a 34% yield). From a dataset of Reaction yield outcomes from USPTO patents with 853,638 reactions. (1) The reactants are [O:1]1[C:5]2[CH:6]=[CH:7][CH:8]=[CH:9][C:4]=2[C:3]([NH:10][C:11](=[O:18])OCC(Cl)(Cl)Cl)=[N:2]1.[F:19][C:20]1[CH:25]=[C:24]([F:26])[CH:23]=[CH:22][C:21]=1[C:27]1[CH:32]=[CH:31][N:30]=[C:29](N2CCNCC2)[CH:28]=1. No catalyst specified. The product is [O:1]1[C:5]2[CH:6]=[CH:7][CH:8]=[CH:9][C:4]=2[C:3]([NH:10][C:11]([N:30]2[CH2:31][CH2:32][CH:27]([C:29]3[CH:28]=[C:27]([C:21]4[CH:22]=[CH:23][C:24]([F:26])=[CH:25][C:20]=4[F:19])[CH:32]=[CH:31][N:30]=3)[CH2:28][CH2:29]2)=[O:18])=[N:2]1. The yield is 0.420. (2) The reactants are [CH2:1]([O:3][C:4](=[O:29])[CH2:5][CH2:6][CH2:7][O:8][C:9]1[CH:14]=[CH:13][CH:12]=[C:11]([CH2:15][CH2:16][CH2:17][CH2:18][CH2:19][CH2:20]Br)[C:10]=1[CH2:22][CH2:23][C:24]([O:26][CH2:27][CH3:28])=[O:25])[CH3:2].[C:30]([O:34][C:35]([NH:37][C:38]1[CH:43]=[C:42]([I:44])[CH:41]=[C:40]([I:45])[CH:39]=1)=[O:36])([CH3:33])([CH3:32])[CH3:31].[H-].[Na+]. The catalyst is CN(C=O)C.CCOC(C)=O. The product is [CH2:1]([O:3][C:4](=[O:29])[CH2:5][CH2:6][CH2:7][O:8][C:9]1[CH:14]=[CH:13][CH:12]=[C:11]([CH2:15][CH2:16][CH2:17][CH2:18][CH2:19][CH2:20][N:37]([C:35]([O:34][C:30]([CH3:33])([CH3:32])[CH3:31])=[O:36])[C:38]2[CH:39]=[C:40]([I:45])[CH:41]=[C:42]([I:44])[CH:43]=2)[C:10]=1[CH2:22][CH2:23][C:24]([O:26][CH2:27][CH3:28])=[O:25])[CH3:2]. The yield is 0.600.